From a dataset of Full USPTO retrosynthesis dataset with 1.9M reactions from patents (1976-2016). Predict the reactants needed to synthesize the given product. Given the product [NH2:27][C:24]1[CH:25]=[CH:26][C:21]([CH2:20][N:11]([C@@H:12]2[CH2:18][CH2:17][CH2:16][CH2:15][NH:14][C:13]2=[O:19])[S:8]([C:5]2[CH:4]=[CH:3][C:2]([Cl:1])=[CH:7][CH:6]=2)(=[O:10])=[O:9])=[CH:22][CH:23]=1, predict the reactants needed to synthesize it. The reactants are: [Cl:1][C:2]1[CH:7]=[CH:6][C:5]([S:8]([N:11]([CH2:20][C:21]2[CH:26]=[CH:25][C:24]([N+:27]([O-])=O)=[CH:23][CH:22]=2)[C@@H:12]2[CH2:18][CH2:17][CH2:16][CH2:15][NH:14][C:13]2=[O:19])(=[O:10])=[O:9])=[CH:4][CH:3]=1.Cl[Sn]Cl.